Task: Regression. Given a peptide amino acid sequence and an MHC pseudo amino acid sequence, predict their binding affinity value. This is MHC class II binding data.. Dataset: Peptide-MHC class II binding affinity with 134,281 pairs from IEDB (1) The peptide sequence is NGSAEVHRGAVPRRG. The MHC is HLA-DPA10103-DPB10401 with pseudo-sequence HLA-DPA10103-DPB10401. The binding affinity (normalized) is 0. (2) The peptide sequence is GKKYFAATQFEPLAA. The MHC is HLA-DQA10101-DQB10501 with pseudo-sequence HLA-DQA10101-DQB10501. The binding affinity (normalized) is 0.497. (3) The peptide sequence is SGMAEATSLDTMAQM. The MHC is HLA-DPA10301-DPB10402 with pseudo-sequence HLA-DPA10301-DPB10402. The binding affinity (normalized) is 0.278. (4) The peptide sequence is GELQIVDRIDAAFKI. The MHC is DRB1_0401 with pseudo-sequence DRB1_0401. The binding affinity (normalized) is 0.575. (5) The peptide sequence is HHFHELQLKDGRRIV. The MHC is HLA-DQA10501-DQB10402 with pseudo-sequence HLA-DQA10501-DQB10402. The binding affinity (normalized) is 0.351.